Dataset: Reaction yield outcomes from USPTO patents with 853,638 reactions. Task: Predict the reaction yield, written as a fraction of the theoretical maximum amount of product (1.0 means a 100% yield; for example, 0.34 means a 34% yield). (1) The reactants are [F:1][C:2]1[CH:10]=[C:9]2[C:5]([CH:6]=[CH:7][NH:8]2)=[CH:4][CH:3]=1.Cl.O.[NH:13]1[CH2:18][CH2:17][C:16](=O)[CH2:15][CH2:14]1. The catalyst is [Pt](=O)=O. The product is [F:1][C:2]1[CH:10]=[C:9]2[C:5]([C:6]([CH:16]3[CH2:17][CH2:18][NH:13][CH2:14][CH2:15]3)=[CH:7][NH:8]2)=[CH:4][CH:3]=1. The yield is 0.510. (2) The reactants are C[O:2][C:3](=O)[C:4]1[CH:9]=[C:8]([CH3:10])[C:7]([CH2:11][C:12]2[CH:17]=[CH:16][C:15]([O:18]COC)=[C:14]([CH:22]([CH3:24])[CH3:23])[CH:13]=2)=[C:6]([CH3:25])[CH:5]=1.Cl.O1CCOCC1.CC(C[AlH]CC(C)C)C. The catalyst is CO. The product is [CH3:25][C:6]1[CH:5]=[C:4]([CH:9]=[C:8]([CH3:10])[C:7]=1[CH2:11][C:12]1[CH:17]=[CH:16][C:15]([OH:18])=[C:14]([CH:22]([CH3:23])[CH3:24])[CH:13]=1)[CH2:3][OH:2]. The yield is 0.830. (3) The reactants are [CH2:1]([O:8][C:9]1[CH:10]=[CH:11][CH:12]=[C:13]2[C:18]=1[N:17]=[C:16]([CH3:19])[CH:15]=[C:14]2[OH:20])[C:2]1[CH:7]=[CH:6][CH:5]=[CH:4][CH:3]=1.C(=O)([O-])[O-].[K+].[K+].Br[CH2:28][C:29]([O:31][CH2:32][CH3:33])=[O:30].C(=O)(O)[O-].[Na+]. The catalyst is CN(C=O)C.ClCCl. The product is [CH2:1]([O:8][C:9]1[CH:10]=[CH:11][CH:12]=[C:13]2[C:18]=1[N:17]=[C:16]([CH3:19])[CH:15]=[C:14]2[O:20][CH2:28][C:29]([O:31][CH2:32][CH3:33])=[O:30])[C:2]1[CH:7]=[CH:6][CH:5]=[CH:4][CH:3]=1. The yield is 0.690. (4) The reactants are [Br:1][C:2]1[CH:7]=[CH:6][C:5]([NH:8][C:9]2[C:10]([C:17]([OH:19])=O)=[CH:11][N:12]([CH3:16])[C:13](=[O:15])[CH:14]=2)=[C:4]([F:20])[CH:3]=1.CCN=C=NCCCN(C)C.C1C=CC2N(O)N=NC=2C=1.[CH:42]([O:44][CH2:45][CH2:46][O:47][NH2:48])=[CH2:43].CCN(CC)CC. The catalyst is CN(C=O)C.CCOC(C)=O. The product is [CH:42]([O:44][CH2:45][CH2:46][O:47][NH:48][C:17]([C:10]1[C:9]([NH:8][C:5]2[CH:6]=[CH:7][C:2]([Br:1])=[CH:3][C:4]=2[F:20])=[CH:14][C:13](=[O:15])[N:12]([CH3:16])[CH:11]=1)=[O:19])=[CH2:43]. The yield is 0.520. (5) The reactants are CCN(CC)CC.Br[C:9]1[CH:10]=[CH:11][C:12]2[O:16][C:15]([N:17]3[CH:23]4[CH2:24][CH2:25][N:20]([CH2:21][CH2:22]4)[CH2:19][CH2:18]3)=[N:14][C:13]=2[CH:26]=1.[C:27]1([CH3:36])[CH:32]=[CH:31][CH:30]=[C:29](B(O)O)[CH:28]=1.[F-].[Cs+]. The catalyst is COCCOC.C([O-])(=O)C.[Pd+2].C([O-])(=O)C.CN(C1C=CC=CC=1C1C=CC=CC=1P(C1CCCCC1)C1CCCCC1)C. The product is [C:27]1([CH3:36])[CH:32]=[CH:31][CH:30]=[C:29]([C:9]2[CH:10]=[CH:11][C:12]3[O:16][C:15]([N:17]4[CH:23]5[CH2:24][CH2:25][N:20]([CH2:21][CH2:22]5)[CH2:19][CH2:18]4)=[N:14][C:13]=3[CH:26]=2)[CH:28]=1. The yield is 0.750.